This data is from Full USPTO retrosynthesis dataset with 1.9M reactions from patents (1976-2016). The task is: Predict the reactants needed to synthesize the given product. Given the product [CH3:1][C@:2]12[C@@:19]3([CH3:20])[C@@H:10]([C@:11]4([CH3:36])[C@@H:16]([CH2:17][CH2:18]3)[C:15]([CH3:21])([CH3:22])[C:14]([C:23]3[CH:24]=[CH:25][C:26]([C:27]([OH:29])=[O:28])=[CH:34][CH:35]=3)=[CH:13][CH2:12]4)[CH2:9][CH2:8][C@@H:7]1[C@H:6]1[C@H:37]([C:40]([CH3:42])=[CH2:41])[CH2:38][CH2:39][C@:5]1([CH2:43][NH:44][CH2:45][CH2:46][N:47]1[CH2:48][CH2:49][CH2:50][CH2:51][CH2:52]1)[CH2:4][CH2:3]2, predict the reactants needed to synthesize it. The reactants are: [CH3:1][C@:2]12[C@@:19]3([CH3:20])[C@@H:10]([C@:11]4([CH3:36])[C@@H:16]([CH2:17][CH2:18]3)[C:15]([CH3:22])([CH3:21])[C:14]([C:23]3[CH:35]=[CH:34][C:26]([C:27]([O:29]C(C)(C)C)=[O:28])=[CH:25][CH:24]=3)=[CH:13][CH2:12]4)[CH2:9][CH2:8][C@@H:7]1[C@H:6]1[C@H:37]([C:40]([CH3:42])=[CH2:41])[CH2:38][CH2:39][C@:5]1([CH2:43][NH:44][CH2:45][CH2:46][N:47]1[CH2:52][CH2:51][CH2:50][CH2:49][CH2:48]1)[CH2:4][CH2:3]2.C(O)(C(F)(F)F)=O.